This data is from Full USPTO retrosynthesis dataset with 1.9M reactions from patents (1976-2016). The task is: Predict the reactants needed to synthesize the given product. Given the product [C:1]([O:5][C:6]([C:8]1[N:9]=[N:10][N:11]([CH2:13][CH:14]([F:40])[CH2:15][CH2:16][C:17]2[S:21][C:20]([C:22]([O:24][CH2:25][CH3:26])=[O:23])=[N:19][N:18]=2)[CH:12]=1)=[O:7])([CH3:4])([CH3:3])[CH3:2], predict the reactants needed to synthesize it. The reactants are: [C:1]([O:5][C:6]([C:8]1[N:9]=[N:10][N:11]([CH2:13][CH:14](O)[CH2:15][CH2:16][C:17]2[S:21][C:20]([C:22]([O:24][CH2:25][CH3:26])=[O:23])=[N:19][N:18]=2)[CH:12]=1)=[O:7])([CH3:4])([CH3:3])[CH3:2].N1C=CC=CC=1.CCN(S(F)(F)[F:40])CC.